From a dataset of Catalyst prediction with 721,799 reactions and 888 catalyst types from USPTO. Predict which catalyst facilitates the given reaction. (1) Reactant: [Cl:1][C:2]1[CH:32]=[CH:31][CH:30]=[C:29]([F:33])[C:3]=1[C:4]([NH:6][C:7](=[O:28])[N:8]([C:10]1[CH:15]=[CH:14][C:13]([S:16][C:17]([F:26])([F:25])[C:18]([F:24])([F:23])[C:19]([F:22])([F:21])[F:20])=[CH:12][C:11]=1[F:27])[CH3:9])=[O:5].[CH3:34]I.[H-].[Na+].[Cl-].[NH4+]. Product: [Cl:1][C:2]1[CH:32]=[CH:31][CH:30]=[C:29]([F:33])[C:3]=1[C:4]([N:6]([CH3:34])[C:7]([N:8]([C:10]1[CH:15]=[CH:14][C:13]([S:16][C:17]([F:25])([F:26])[C:18]([F:24])([F:23])[C:19]([F:21])([F:22])[F:20])=[CH:12][C:11]=1[F:27])[CH3:9])=[O:28])=[O:5]. The catalyst class is: 13. (2) Reactant: O=C(N(C(=O)CC)C1C(C2CCCC2)=CC=CC=1S([Cl:20])(=O)=O)CC.Cl.N[C@@H](CCCC1C=NC(N)=CN=1)C(N1CCC(=C(F)F)CC1)=O.[NH2:49][C:50]1[N:51]=[CH:52][C:53]([CH2:56][CH2:57][CH2:58][C@H:59]([NH:71][S:72]([C:75]2[CH:80]=[CH:79][CH:78]=[C:77]([CH:81]3[CH2:85][CH2:84][CH2:83][CH2:82]3)[C:76]=2[NH:86][C:87](=[O:90])[CH2:88][CH3:89])(=[O:74])=[O:73])[C:60]([N:62]2[CH2:67][CH2:66][C:65](=[C:68]([F:70])[F:69])[CH2:64][CH2:63]2)=[O:61])=[N:54][CH:55]=1. Product: [ClH:20].[NH2:49][C:50]1[N:51]=[CH:52][C:53]([CH2:56][CH2:57][CH2:58][C@H:59]([NH:71][S:72]([C:75]2[CH:80]=[CH:79][CH:78]=[C:77]([CH:81]3[CH2:85][CH2:84][CH2:83][CH2:82]3)[C:76]=2[NH:86][C:87](=[O:90])[CH2:88][CH3:89])(=[O:74])=[O:73])[C:60]([N:62]2[CH2:63][CH2:64][C:65](=[C:68]([F:69])[F:70])[CH2:66][CH2:67]2)=[O:61])=[N:54][CH:55]=1. The catalyst class is: 5. (3) Reactant: [Cl:1][C:2]1[C:22](F)=[CH:21][C:5]2[C:6]3[C:7](=[O:20])[C:8]([C:15]([O:17][CH2:18][CH3:19])=[O:16])=[CH:9][N:10]([CH3:14])[C:11]=3[CH:12]=[N:13][C:4]=2[C:3]=1[F:24].[F:25][C:26]1[CH:27]=[C:28]([N:33]2[CH2:38][CH2:37][NH:36][CH2:35][CH2:34]2)[CH:29]=[CH:30][C:31]=1[CH3:32]. Product: [Cl:1][C:2]1[C:22]([N:36]2[CH2:35][CH2:34][N:33]([C:28]3[CH:29]=[CH:30][C:31]([CH3:32])=[C:26]([F:25])[CH:27]=3)[CH2:38][CH2:37]2)=[CH:21][C:5]2[C:6]3[C:7](=[O:20])[C:8]([C:15]([O:17][CH2:18][CH3:19])=[O:16])=[CH:9][N:10]([CH3:14])[C:11]=3[CH:12]=[N:13][C:4]=2[C:3]=1[F:24]. The catalyst class is: 16. (4) Reactant: C(NC(C)C)(C)C.C([Li])CCC.[Li+].CC([N-]C(C)C)C.[Cl:21][C:22]1[CH:31]=[CH:30][CH:29]=[C:28]([F:32])[C:23]=1[C:24]([O:26][CH3:27])=[O:25].CN(C)[CH:35]=[O:36]. Product: [Cl:21][C:22]1[C:23]([C:24]([O:26][CH3:27])=[O:25])=[C:28]([F:32])[C:29]([CH:35]=[O:36])=[CH:30][CH:31]=1. The catalyst class is: 1. (5) Reactant: Cl[C:2]1[N:3]=[CH:4][C:5]2[N:11]([CH3:12])[C:10](=[O:13])[CH:9]([CH3:14])[CH2:8][N:7]([CH:15]3[CH2:19][CH2:18][CH2:17][CH2:16]3)[C:6]=2[N:20]=1.[NH2:21][C:22]1[CH:30]=[CH:29][C:25]([C:26]([OH:28])=[O:27])=[CH:24][C:23]=1[CH3:31].C(O)C. Product: [CH:15]1([N:7]2[CH2:8][CH:9]([CH3:14])[C:10](=[O:13])[N:11]([CH3:12])[C:5]3[CH:4]=[N:3][C:2]([NH:21][C:22]4[CH:30]=[CH:29][C:25]([C:26]([OH:28])=[O:27])=[CH:24][C:23]=4[CH3:31])=[N:20][C:6]2=3)[CH2:19][CH2:18][CH2:17][CH2:16]1. The catalyst class is: 126. (6) Reactant: [F:1][C:2]1[CH:7]=[C:6]([N+:8]([O-:10])=[O:9])[CH:5]=[CH:4][C:3]=1[C:11]1[C:16]([CH:17]=[O:18])=[CH:15][N:14]=[C:13]([NH:19][C:20](=[O:22])[CH3:21])[CH:12]=1.[BH4-].[Na+]. Product: [F:1][C:2]1[CH:7]=[C:6]([N+:8]([O-:10])=[O:9])[CH:5]=[CH:4][C:3]=1[C:11]1[C:16]([CH2:17][OH:18])=[CH:15][N:14]=[C:13]([NH:19][C:20](=[O:22])[CH3:21])[CH:12]=1. The catalyst class is: 83. (7) Reactant: [Cl:1][C:2]1[CH:3]=[C:4]2[C:9](=[CH:10][C:11]=1[O:12][C:13]1[CH:18]=[CH:17][C:16]([C:19](=[O:30])[NH:20][CH2:21][C:22]3[CH:27]=[CH:26][C:25]([Cl:28])=[C:24]([Cl:29])[CH:23]=3)=[CH:15][CH:14]=1)[O:8][CH2:7][CH2:6][CH:5]2[C:31]([OH:33])=[O:32].C[O-].[Na+:36]. Product: [Cl:1][C:2]1[CH:3]=[C:4]2[C:9](=[CH:10][C:11]=1[O:12][C:13]1[CH:18]=[CH:17][C:16]([C:19](=[O:30])[NH:20][CH2:21][C:22]3[CH:27]=[CH:26][C:25]([Cl:28])=[C:24]([Cl:29])[CH:23]=3)=[CH:15][CH:14]=1)[O:8][CH2:7][CH2:6][CH:5]2[C:31]([O-:33])=[O:32].[Na+:36]. The catalyst class is: 7. (8) Reactant: [CH2:1]([C@@:4]1([CH3:31])[CH2:9][C@H:8]([C:10]2[CH:15]=[CH:14][CH:13]=[C:12]([Cl:16])[CH:11]=2)[C@@H:7]([C:17]2[CH:22]=[CH:21][C:20]([Cl:23])=[CH:19][CH:18]=2)[N:6]([C@@H:24]([CH:27]2[CH2:29][CH2:28]2)[CH2:25]O)[C:5]1=[O:30])[CH:2]=[CH2:3].[F:32][C:33]1[CH:38]=[CH:37][CH:36]=[CH:35][C:34]=1[NH:39][S:40]([CH2:43][CH3:44])(=[O:42])=[O:41].C(C=P(CCCC)(CCCC)CCCC)#N. Product: [CH2:1]([C@@:4]1([CH3:31])[CH2:9][C@H:8]([C:10]2[CH:15]=[CH:14][CH:13]=[C:12]([Cl:16])[CH:11]=2)[C@@H:7]([C:17]2[CH:22]=[CH:21][C:20]([Cl:23])=[CH:19][CH:18]=2)[N:6]([C@@H:24]([CH:27]2[CH2:29][CH2:28]2)[CH2:25][N:39]([C:34]2[CH:35]=[CH:36][CH:37]=[CH:38][C:33]=2[F:32])[S:40]([CH2:43][CH3:44])(=[O:41])=[O:42])[C:5]1=[O:30])[CH:2]=[CH2:3]. The catalyst class is: 11. (9) The catalyst class is: 5. Product: [C:4]([O:8][C:9]([N:11]1[C:24]2[C:16](=[CH:17][C:18]3[CH2:19][O:20][CH2:21][C:22]=3[CH:23]=2)[C@@H:15]([N:25]([C:26]2[N:27]=[N:28][N:29]([CH2:31][CH2:32][NH2:33])[N:30]=2)[CH2:44][C:45]2[CH:46]=[C:47]([C:55]([F:57])([F:58])[F:56])[CH:48]=[C:49]([C:51]([F:52])([F:53])[F:54])[CH:50]=2)[CH2:14][CH2:13][CH2:12]1)=[O:10])([CH3:7])([CH3:6])[CH3:5]. Reactant: O.NN.[C:4]([O:8][C:9]([N:11]1[C:24]2[C:16](=[CH:17][C:18]3[CH2:19][O:20][CH2:21][C:22]=3[CH:23]=2)[C@@H:15]([N:25]([CH2:44][C:45]2[CH:50]=[C:49]([C:51]([F:54])([F:53])[F:52])[CH:48]=[C:47]([C:55]([F:58])([F:57])[F:56])[CH:46]=2)[C:26]2[N:27]=[N:28][N:29]([CH2:31][CH2:32][N:33]3C(=O)C4C(=CC=CC=4)C3=O)[N:30]=2)[CH2:14][CH2:13][CH2:12]1)=[O:10])([CH3:7])([CH3:6])[CH3:5].CO.ClCCl.